Task: Binary Classification. Given a T-cell receptor sequence (or CDR3 region) and an epitope sequence, predict whether binding occurs between them.. Dataset: TCR-epitope binding with 47,182 pairs between 192 epitopes and 23,139 TCRs The epitope is RLRPGGKKR. The TCR CDR3 sequence is CATSDADRGTEAFF. Result: 0 (the TCR does not bind to the epitope).